From a dataset of Reaction yield outcomes from USPTO patents with 853,638 reactions. Predict the reaction yield, written as a fraction of the theoretical maximum amount of product (1.0 means a 100% yield; for example, 0.34 means a 34% yield). The reactants are [Br:1][C:2]1[CH:3]=[C:4]([CH2:8][CH2:9][NH2:10])[CH:5]=[CH:6][CH:7]=1.N1C(C)=CC=CC=1C.[F:19][C:20]([F:31])([F:30])[C:21](O[C:21](=[O:22])[C:20]([F:31])([F:30])[F:19])=[O:22].O. The catalyst is ClCCl. The product is [Br:1][C:2]1[CH:3]=[C:4]([CH:5]=[CH:6][CH:7]=1)[CH2:8][CH2:9][NH:10][C:21](=[O:22])[C:20]([F:31])([F:30])[F:19]. The yield is 0.990.